From a dataset of Reaction yield outcomes from USPTO patents with 853,638 reactions. Predict the reaction yield, written as a fraction of the theoretical maximum amount of product (1.0 means a 100% yield; for example, 0.34 means a 34% yield). (1) The reactants are [CH3:1][O:2][C:3]1[CH:8]=[CH:7][C:6]([C:9]2[CH:10]=[N:11][NH:12][C:13]=2[NH2:14])=[CH:5][CH:4]=1.[O:15]1[CH2:20][CH2:19][O:18][C:17]2[CH:21]=[C:22]([C:25](=O)[CH2:26][C:27](OCC)=[O:28])[CH:23]=[CH:24][C:16]1=2. The catalyst is C(O)(=O)C. The product is [O:15]1[CH2:20][CH2:19][O:18][C:17]2[CH:21]=[C:22]([C:25]3[NH:14][C:13]4[N:12]([N:11]=[CH:10][C:9]=4[C:6]4[CH:5]=[CH:4][C:3]([O:2][CH3:1])=[CH:8][CH:7]=4)[C:27](=[O:28])[CH:26]=3)[CH:23]=[CH:24][C:16]1=2. The yield is 0.630. (2) The reactants are [CH3:1][O:2][C:3]1[CH:4]=[C:5]2[C:9](=[CH:10][CH:11]=1)[NH:8][CH:7]=[CH:6]2.[H-].[Na+].Br[CH:15]1[CH2:19][CH2:18][CH2:17][CH2:16]1. The catalyst is CN(C=O)C.O. The product is [CH:15]1([N:8]2[C:9]3[C:5](=[CH:4][C:3]([O:2][CH3:1])=[CH:11][CH:10]=3)[CH:6]=[CH:7]2)[CH2:19][CH2:18][CH2:17][CH2:16]1. The yield is 0.210. (3) The reactants are C(C1C=CN=C(C(O)=[O:13])C=1)CC(C)C.C(C1C=CN=C(C(O)=O)C=1)CCCC.[CH2:29]([CH:31]([C:34]1[CH:39]=[CH:38][N:37]=[CH:36][CH:35]=1)[CH2:32][CH3:33])[CH3:30].OO. The catalyst is C(O)(=O)C.C(Cl)Cl. The product is [CH2:29]([CH:31]([C:34]1[CH:35]=[CH:36][N+:37]([O-:13])=[CH:38][CH:39]=1)[CH2:32][CH3:33])[CH3:30]. The yield is 0.950. (4) The reactants are CO[N:3]([CH3:21])[C:4]([CH:6]1[CH2:8][CH:7]1[CH2:9][C:10]1[CH:11]=[C:12]2[C:16](=[CH:17][CH:18]=1)[NH:15][CH:14]=[C:13]2[C:19]#[N:20])=O.[CH3:22]NC.C(O[BH-](OC(=O)C)OC(=O)C)(=O)C.[Na+]. The catalyst is CO. The product is [CH3:22][N:3]([CH2:4][CH:6]1[CH2:8][CH:7]1[CH2:9][C:10]1[CH:11]=[C:12]2[C:16](=[CH:17][CH:18]=1)[NH:15][CH:14]=[C:13]2[C:19]#[N:20])[CH3:21]. The yield is 0.690.